From a dataset of Full USPTO retrosynthesis dataset with 1.9M reactions from patents (1976-2016). Predict the reactants needed to synthesize the given product. (1) Given the product [CH3:25][C@@H:22]1[CH2:23][CH2:24][C@H:19]([O:18][C:9]2[C:10]([C:14]([F:17])([F:15])[F:16])=[C:11]3[C:6](=[CH:7][CH:8]=2)[CH:5]=[C:4]([CH:2]([N:43]2[CH:37]4[CH2:38][CH2:39][CH2:40][CH:41]2[CH2:42][CH:35]([C:33]([O:32][CH3:31])=[O:34])[CH2:36]4)[CH3:3])[CH:13]=[CH:12]3)[CH2:20][CH2:21]1, predict the reactants needed to synthesize it. The reactants are: Br[CH:2]([C:4]1[CH:5]=[C:6]2[C:11](=[CH:12][CH:13]=1)[C:10]([C:14]([F:17])([F:16])[F:15])=[C:9]([O:18][C@H:19]1[CH2:24][CH2:23][C@@H:22]([CH3:25])[CH2:21][CH2:20]1)[CH:8]=[CH:7]2)[CH3:3].CN(C=O)C.[CH3:31][O:32][C:33]([CH:35]1[CH2:42][CH:41]2[NH:43][CH:37]([CH2:38][CH2:39][CH2:40]2)[CH2:36]1)=[O:34].Cl.C([O-])([O-])=O.[K+].[K+]. (2) Given the product [Cl:1][CH:2]([Cl:6])[C:3]([NH:12][C:13]1[N:18]=[CH:17][C:16]([Cl:19])=[CH:15][N:14]=1)=[O:4], predict the reactants needed to synthesize it. The reactants are: [Cl:1][CH:2]([Cl:6])[C:3](Cl)=[O:4].C(=O)(O)[O-].[Na+].[NH2:12][C:13]1[N:18]=[CH:17][C:16]([Cl:19])=[CH:15][N:14]=1. (3) Given the product [F:15][C:16]1[C:17]([C:36]2[CH:48]=[C:47]([F:49])[C:39]3[N:40]=[C:41]([CH3:46])[N:42]([CH:43]([CH3:45])[CH3:44])[C:38]=3[CH:37]=2)=[N:18][C:19]([NH:22][C:23]2[CH:28]=[CH:27][C:26]([CH2:29][N:30]3[CH2:31][CH2:32][N:33]([CH:51]([CH3:53])[CH3:50])[CH2:34][CH2:35]3)=[CH:25][N:24]=2)=[N:20][CH:21]=1, predict the reactants needed to synthesize it. The reactants are: C(O[BH-](OC(=O)C)OC(=O)C)(=O)C.[Na+].[F:15][C:16]1[C:17]([C:36]2[CH:48]=[C:47]([F:49])[C:39]3[N:40]=[C:41]([CH3:46])[N:42]([CH:43]([CH3:45])[CH3:44])[C:38]=3[CH:37]=2)=[N:18][C:19]([NH:22][C:23]2[CH:28]=[CH:27][C:26]([CH2:29][N:30]3[CH2:35][CH2:34][NH:33][CH2:32][CH2:31]3)=[CH:25][N:24]=2)=[N:20][CH:21]=1.[CH3:50][C:51]([CH3:53])=O.ClCCCl. (4) Given the product [CH3:28][C:2]1([CH3:1])[O:6][C@@H:5]([CH2:7][O:8][C:9]2[CH:10]=[C:11]([C:15]3[CH:16]=[CH:17][C:18]4[N:19]([C:21]([C:25]([NH:29][C:30]5[CH:35]=[CH:34][CH:33]=[CH:32][N:31]=5)=[O:27])=[C:22]([CH3:24])[N:23]=4)[N:20]=3)[CH:12]=[CH:13][CH:14]=2)[CH2:4][O:3]1, predict the reactants needed to synthesize it. The reactants are: [CH3:1][C:2]1([CH3:28])[O:6][C@@H:5]([CH2:7][O:8][C:9]2[CH:10]=[C:11]([C:15]3[CH:16]=[CH:17][C:18]4[N:19]([C:21]([C:25]([OH:27])=O)=[C:22]([CH3:24])[N:23]=4)[N:20]=3)[CH:12]=[CH:13][CH:14]=2)[CH2:4][O:3]1.[NH2:29][C:30]1[CH:35]=[CH:34][CH:33]=[CH:32][N:31]=1.CN(C(ON1N=NC2C=CC=NC1=2)=[N+](C)C)C.F[P-](F)(F)(F)(F)F.O1CCN(CC2N=C(NC(C3N4N=C(C5C=CC=CC=5C(F)(F)F)C=CC4=NC=3)=O)C=CC=2)CC1.